Dataset: Peptide-MHC class I binding affinity with 185,985 pairs from IEDB/IMGT. Task: Regression. Given a peptide amino acid sequence and an MHC pseudo amino acid sequence, predict their binding affinity value. This is MHC class I binding data. (1) The peptide sequence is RMAWGGSYI. The MHC is HLA-A02:03 with pseudo-sequence HLA-A02:03. The binding affinity (normalized) is 0.810. (2) The peptide sequence is LIGFALFGV. The MHC is HLA-B51:01 with pseudo-sequence HLA-B51:01. The binding affinity (normalized) is 0.213.